This data is from Catalyst prediction with 721,799 reactions and 888 catalyst types from USPTO. The task is: Predict which catalyst facilitates the given reaction. Reactant: Cl[C:2]1[N:3]=[N:4][CH:5]=[C:6](Cl)[C:7]=1[Cl:8].Cl.[NH:11]1[CH2:16][CH2:15][C:14]2([C:24]3[C:19](=[CH:20][CH:21]=[CH:22][CH:23]=3)[CH:18]=[CH:17]2)[CH2:13][CH2:12]1.C(=O)([O-])[O-].[K+].[K+].[NH2:31][NH2:32]. Product: [Cl:8][C:7]1[C:6]([N:11]2[CH2:16][CH2:15][C:14]3([C:24]4[C:19](=[CH:20][CH:21]=[CH:22][CH:23]=4)[CH:18]=[CH:17]3)[CH2:13][CH2:12]2)=[CH:5][N:4]=[N:3][C:2]=1[NH:31][NH2:32]. The catalyst class is: 872.